This data is from Full USPTO retrosynthesis dataset with 1.9M reactions from patents (1976-2016). The task is: Predict the reactants needed to synthesize the given product. Given the product [CH:5](=[O:11])[CH2:6][CH2:7][CH2:8][CH:9]=[O:10].[CH2:1]([NH2:4])[CH2:2][NH2:3], predict the reactants needed to synthesize it. The reactants are: [CH2:1]([NH2:4])[CH2:2][NH2:3].[CH:5](=[O:11])[CH2:6][CH2:7][CH2:8][CH:9]=[O:10].